From a dataset of Forward reaction prediction with 1.9M reactions from USPTO patents (1976-2016). Predict the product of the given reaction. (1) Given the reactants C([O:3][C:4]([C:6]1[C:14]2[C:9](=[CH:10][CH:11]=[C:12]([O:15][C:16]3[CH:21]=[CH:20][C:19]([C:22]([F:25])([F:24])[F:23])=[CH:18][CH:17]=3)[CH:13]=2)[N:8]([C:26]2[CH:31]=[CH:30][C:29]([N:32]([CH2:35][CH3:36])[CH2:33][CH3:34])=[CH:28][CH:27]=2)[C:7]=1[CH2:37][C:38]([O:40]CC)=[O:39])=[O:5])C.[OH-].[Na+].Cl, predict the reaction product. The product is: [C:38]([CH2:37][C:7]1[N:8]([C:26]2[CH:27]=[CH:28][C:29]([N:32]([CH2:33][CH3:34])[CH2:35][CH3:36])=[CH:30][CH:31]=2)[C:9]2[C:14]([C:6]=1[C:4]([OH:5])=[O:3])=[CH:13][C:12]([O:15][C:16]1[CH:17]=[CH:18][C:19]([C:22]([F:25])([F:23])[F:24])=[CH:20][CH:21]=1)=[CH:11][CH:10]=2)([OH:40])=[O:39]. (2) The product is: [F:1][C:2]([F:7])([F:6])[C:3]([OH:5])=[O:4].[NH2:61][CH2:59][C:60]([NH:8][C@H:9]([C:17]([NH:19][C@H:20]([C:25]([NH:27][CH2:28][C:29]([N:31]1[CH2:58][CH2:57][CH2:56][C@H:32]1[C:33]([NH:35][CH2:36][CH2:37][CH2:38][NH:39][C:40]1[C:53]2[C:52](=[O:54])[C:51]3[C:46](=[CH:47][CH:48]=[CH:49][CH:50]=3)[C:45](=[O:55])[C:44]=2[CH:43]=[CH:42][CH:41]=1)=[O:34])=[O:30])=[O:26])[CH2:21][CH:22]([CH3:23])[CH3:24])=[O:18])[CH2:10][C:11]1[CH:12]=[CH:13][CH:14]=[CH:15][CH:16]=1)=[O:4]. Given the reactants [F:1][C:2]([F:7])([F:6])[C:3]([OH:5])=[O:4].[NH2:8][C@H:9]([C:17]([NH:19][C@H:20]([C:25]([NH:27][CH2:28][C:29]([N:31]1[CH2:58][CH2:57][CH2:56][C@H:32]1[C:33]([NH:35][CH2:36][CH2:37][CH2:38][NH:39][C:40]1[C:53]2[C:52](=[O:54])[C:51]3[C:46](=[CH:47][CH:48]=[CH:49][CH:50]=3)[C:45](=[O:55])[C:44]=2[CH:43]=[CH:42][CH:41]=1)=[O:34])=[O:30])=[O:26])[CH2:21][CH:22]([CH3:24])[CH3:23])=[O:18])[CH2:10][C:11]1[CH:16]=[CH:15][CH:14]=[CH:13][CH:12]=1.[CH2:59]([N:61](CC)CC)[CH3:60], predict the reaction product. (3) Given the reactants Cl.[NH2:2][OH:3].C([O-])(=O)C.[Na+].S([O-])([O-])(=O)=O.[Mg+2].[F:15][C:16]([F:49])([F:48])[C:17]1[CH:18]=[C:19]([C@@H:27]([N:29]([CH3:47])[C:30]([N:32]2[CH2:37][CH2:36][C:35](=O)[CH2:34][C@@H:33]2[C:39]2[CH:44]=[CH:43][C:42]([F:45])=[CH:41][C:40]=2[CH3:46])=[O:31])[CH3:28])[CH:20]=[C:21]([C:23]([F:26])([F:25])[F:24])[CH:22]=1, predict the reaction product. The product is: [F:49][C:16]([F:15])([F:48])[C:17]1[CH:18]=[C:19]([C@@H:27]([N:29]([CH3:47])[C:30]([N:32]2[CH2:37][CH2:36]/[C:35](=[N:2]/[OH:3])/[CH2:34][C@@H:33]2[C:39]2[CH:44]=[CH:43][C:42]([F:45])=[CH:41][C:40]=2[CH3:46])=[O:31])[CH3:28])[CH:20]=[C:21]([C:23]([F:26])([F:24])[F:25])[CH:22]=1. (4) Given the reactants [Br:1][C:2]1[CH:7]=[CH:6][C:5]([C:8](=[O:10])[CH3:9])=[C:4]([OH:11])[CH:3]=1.CO[CH:14](OC)[N:15]([CH3:17])[CH3:16], predict the reaction product. The product is: [Br:1][C:2]1[CH:7]=[CH:6][C:5]([C:8](=[O:10])/[CH:9]=[CH:14]/[N:15]([CH3:17])[CH3:16])=[C:4]([OH:11])[CH:3]=1. (5) Given the reactants [CH2:1](O)[CH:2]=[CH2:3].C(N(CC)CC)C.C(Cl)Cl.[CH3:15][C:16]1[CH:29]=[C:28]2[C:19]([S:20][C:21]3[CH:22]=[C:23]([C:31](Cl)=[O:32])[CH:24]=[CH:25][C:26]=3[C:27]2=[O:30])=[CH:18][CH:17]=1.[OH2:34], predict the reaction product. The product is: [CH3:15][C:16]1[CH:29]=[C:28]2[C:19]([S:20][C:21]3[CH:22]=[C:23]([C:31]([O:32][CH2:3][CH:2]=[CH2:1])=[O:34])[CH:24]=[CH:25][C:26]=3[C:27]2=[O:30])=[CH:18][CH:17]=1.